The task is: Regression/Classification. Given a drug SMILES string, predict its absorption, distribution, metabolism, or excretion properties. Task type varies by dataset: regression for continuous measurements (e.g., permeability, clearance, half-life) or binary classification for categorical outcomes (e.g., BBB penetration, CYP inhibition). Dataset: cyp3a4_veith.. This data is from CYP3A4 inhibition data for predicting drug metabolism from PubChem BioAssay. (1) The compound is CCC(=O)c1ccc2c(c1)N(CCCN(C)C)c1ccccc1S2. The result is 0 (non-inhibitor). (2) The drug is O=C(NCCN1CCN(Cc2ccccc2)CC1)C1c2ccccc2C(=O)N2CCc3ccccc3C12. The result is 0 (non-inhibitor). (3) The drug is Nc1nc(N)nc(CC(=O)O)n1. The result is 0 (non-inhibitor). (4) The molecule is COc1cccc(-n2c(C)n[nH]c2=O)c1. The result is 0 (non-inhibitor). (5) The drug is COc1ccc(CN2CCN(C(=O)c3cccs3)CC2)cc1Br. The result is 0 (non-inhibitor). (6) The compound is CCn1c(SCc2c(Cl)cccc2Cl)nnc1-c1nn(-c2ccccc2)ccc1=O. The result is 1 (inhibitor).